The task is: Predict the reaction yield, written as a fraction of the theoretical maximum amount of product (1.0 means a 100% yield; for example, 0.34 means a 34% yield).. This data is from Reaction yield outcomes from USPTO patents with 853,638 reactions. (1) The yield is 0.540. The catalyst is O1CCCC1. The product is [O:24]1[CH2:25][CH2:26][CH2:27][CH2:28][CH:23]1[N:14]1[C:15]2[C:20](=[CH:19][C:18]([C:21]#[N:22])=[CH:17][CH:16]=2)[C:12]([C:7]2[CH:6]=[CH:5][C:4]3[C:9](=[CH:10][CH:11]=[C:2]([O:1][CH2:42][CH2:47][C:46]4[CH:45]=[CH:44][CH:43]=[CH:51][N:53]=4)[CH:3]=3)[CH:8]=2)=[N:13]1. The reactants are [OH:1][C:2]1[CH:3]=[C:4]2[C:9](=[CH:10][CH:11]=1)[CH:8]=[C:7]([C:12]1[C:20]3[C:15](=[CH:16][CH:17]=[C:18]([C:21]#[N:22])[CH:19]=3)[N:14]([CH:23]3[CH2:28][CH2:27][CH2:26][CH2:25][O:24]3)[N:13]=1)[CH:6]=[CH:5]2.[C:42]1(P([C:42]2[CH:47]=[CH:46][CH:45]=[CH:44][CH:43]=2)[C:42]2[CH:47]=[CH:46][CH:45]=[CH:44][CH:43]=2)[CH:47]=[CH:46][CH:45]=[CH:44][CH:43]=1.CCO[C:51](/[N:53]=N/C(OCC)=O)=O. (2) No catalyst specified. The reactants are [C:1]([O:5][C:6]([N:8]1[CH2:13][CH2:12][CH:11]([NH:14][CH2:15][C:16]2[CH:21]=[CH:20][CH:19]=[CH:18][CH:17]=2)[CH2:10][CH2:9]1)=[O:7])([CH3:4])([CH3:3])[CH3:2].[CH:22]1([CH2:28][C:29](O)=[O:30])[CH2:27][CH2:26][CH2:25][CH2:24][CH2:23]1. The product is [C:1]([O:5][C:6]([N:8]1[CH2:13][CH2:12][CH:11]([N:14]([CH2:15][C:16]2[CH:21]=[CH:20][CH:19]=[CH:18][CH:17]=2)[C:29](=[O:30])[CH2:28][CH:22]2[CH2:27][CH2:26][CH2:25][CH2:24][CH2:23]2)[CH2:10][CH2:9]1)=[O:7])([CH3:4])([CH3:2])[CH3:3]. The yield is 0.850.